From a dataset of NCI-60 drug combinations with 297,098 pairs across 59 cell lines. Regression. Given two drug SMILES strings and cell line genomic features, predict the synergy score measuring deviation from expected non-interaction effect. (1) Drug 1: CCC1(CC2CC(C3=C(CCN(C2)C1)C4=CC=CC=C4N3)(C5=C(C=C6C(=C5)C78CCN9C7C(C=CC9)(C(C(C8N6C)(C(=O)OC)O)OC(=O)C)CC)OC)C(=O)OC)O.OS(=O)(=O)O. Drug 2: CC12CCC3C(C1CCC2O)C(CC4=C3C=CC(=C4)O)CCCCCCCCCS(=O)CCCC(C(F)(F)F)(F)F. Cell line: COLO 205. Synergy scores: CSS=2.61, Synergy_ZIP=-1.51, Synergy_Bliss=-4.17, Synergy_Loewe=-2.11, Synergy_HSA=-5.02. (2) Drug 1: CC1=CC2C(CCC3(C2CCC3(C(=O)C)OC(=O)C)C)C4(C1=CC(=O)CC4)C. Drug 2: COCCOC1=C(C=C2C(=C1)C(=NC=N2)NC3=CC=CC(=C3)C#C)OCCOC.Cl. Cell line: SR. Synergy scores: CSS=7.46, Synergy_ZIP=3.57, Synergy_Bliss=6.90, Synergy_Loewe=6.34, Synergy_HSA=6.51.